From a dataset of Forward reaction prediction with 1.9M reactions from USPTO patents (1976-2016). Predict the product of the given reaction. (1) Given the reactants [N-:1]=[N+:2]=[N-:3].[Na+].Br[CH2:6][CH:7]([F:26])[CH2:8][CH2:9][N:10]1[CH:15]=[CH:14][C:13]([NH:16][C:17](=[O:23])[O:18][C:19]([CH3:22])([CH3:21])[CH3:20])=[C:12]([F:24])[C:11]1=[O:25].O, predict the reaction product. The product is: [N:1]([CH2:6][CH:7]([F:26])[CH2:8][CH2:9][N:10]1[CH:15]=[CH:14][C:13]([NH:16][C:17](=[O:23])[O:18][C:19]([CH3:22])([CH3:20])[CH3:21])=[C:12]([F:24])[C:11]1=[O:25])=[N+:2]=[N-:3]. (2) Given the reactants C1CCN2C(=NCCC2)CC1.[NH2:12][C:13]1[CH:18]=[CH:17][C:16]([OH:19])=[C:15]([Cl:20])[C:14]=1[Cl:21].[Cl:22][C:23]1[N:28]=[C:27](Cl)[CH:26]=[CH:25][N:24]=1, predict the reaction product. The product is: [Cl:21][C:14]1[C:15]([Cl:20])=[C:16]([O:19][C:25]2[CH:26]=[CH:27][N:28]=[C:23]([Cl:22])[N:24]=2)[CH:17]=[CH:18][C:13]=1[NH2:12].